From a dataset of Forward reaction prediction with 1.9M reactions from USPTO patents (1976-2016). Predict the product of the given reaction. (1) Given the reactants [Cl:1][C:2]1[CH:7]=[CH:6][C:5]([C:8]2[O:9][C:10]3[C:15]([C:16](=[O:20])[C:17]=2[O:18][CH3:19])=[C:14]([OH:21])[CH:13]=[C:12]([OH:22])[CH:11]=3)=[CH:4][CH:3]=1.C(N(CC)C(C)C)(C)C.[CH3:32][O:33][CH2:34]Cl.Cl, predict the reaction product. The product is: [Cl:1][C:2]1[CH:3]=[CH:4][C:5]([C:8]2[O:9][C:10]3[C:15]([C:16](=[O:20])[C:17]=2[O:18][CH3:19])=[C:14]([OH:21])[CH:13]=[C:12]([O:22][CH2:32][O:33][CH3:34])[CH:11]=3)=[CH:6][CH:7]=1. (2) Given the reactants Br[C:2]1[C:8]([CH3:9])=[CH:7][C:5]([NH2:6])=[C:4]([F:10])[CH:3]=1.[CH3:11][C:12]1[CH:17]=[C:16](B(O)O)[CH:15]=[CH:14][N:13]=1.C1(C)C=CC=CC=1.C(=O)([O-])[O-].[Na+].[Na+], predict the reaction product. The product is: [F:10][C:4]1[CH:3]=[C:2]([C:16]2[CH:15]=[CH:14][N:13]=[C:12]([CH3:11])[CH:17]=2)[C:8]([CH3:9])=[CH:7][C:5]=1[NH2:6]. (3) Given the reactants [C:1]1([CH:7]([C:11]2[CH:16]=[CH:15][CH:14]=[CH:13][CH:12]=2)[CH2:8][CH2:9][NH2:10])[CH:6]=[CH:5][CH:4]=[CH:3][CH:2]=1.Br[CH2:18][C:19]([O:21][CH2:22][CH3:23])=[O:20].C(=O)([O-])[O-].[K+].[K+], predict the reaction product. The product is: [CH2:22]([O:21][C:19](=[O:20])[CH2:18][NH:10][CH2:9][CH2:8][CH:7]([C:1]1[CH:2]=[CH:3][CH:4]=[CH:5][CH:6]=1)[C:11]1[CH:12]=[CH:13][CH:14]=[CH:15][CH:16]=1)[CH3:23]. (4) Given the reactants [Cl:1][C:2]1[CH:3]=[CH:4][C:5]2[N:6]([N:8]=[C:9]([N:11]([C:17]3[CH:22]=[CH:21][C:20]([S:23]([CH3:26])(=[O:25])=[O:24])=[CH:19][C:18]=3[O:27][CH3:28])[C:12](=[O:16])[O:13][CH2:14]Cl)[N:10]=2)[CH:7]=1.[C:29]([O:33][C:34]([NH:36][C@@H:37]([CH2:41][CH:42]([CH3:44])[CH3:43])[C:38]([O-:40])=[O:39])=[O:35])([CH3:32])([CH3:31])[CH3:30].[Cs+].O, predict the reaction product. The product is: [C:29]([O:33][C:34]([NH:36][C@H:37]([C:38]([O:40][CH2:14][O:13][C:12](=[O:16])[N:11]([C:9]1[N:10]=[C:5]2[CH:4]=[CH:3][C:2]([Cl:1])=[CH:7][N:6]2[N:8]=1)[C:17]1[CH:22]=[CH:21][C:20]([S:23]([CH3:26])(=[O:25])=[O:24])=[CH:19][C:18]=1[O:27][CH3:28])=[O:39])[CH2:41][CH:42]([CH3:43])[CH3:44])=[O:35])([CH3:30])([CH3:32])[CH3:31]. (5) Given the reactants [N+:1]([CH2:4][CH2:5][C:6]1[CH:11]=[CH:10][CH:9]=[C:8]([N:12]2[CH2:17][CH2:16][CH2:15][CH2:14][CH2:13]2)[N:7]=1)([O-])=O.[BH4-].[Na+], predict the reaction product. The product is: [N:12]1([C:8]2[N:7]=[C:6]([CH2:5][CH2:4][NH2:1])[CH:11]=[CH:10][CH:9]=2)[CH2:13][CH2:14][CH2:15][CH2:16][CH2:17]1. (6) Given the reactants [CH2:1]([NH:8][CH:9]1[CH2:12][N:11]([C:13]([O:15][C:16]([CH3:19])([CH3:18])[CH3:17])=[O:14])[CH2:10]1)[C:2]1[CH:7]=[CH:6][CH:5]=[CH:4][CH:3]=1.CI.[C:22](=O)([O-])[O-].[Cs+].[Cs+], predict the reaction product. The product is: [CH2:1]([N:8]([CH3:22])[CH:9]1[CH2:12][N:11]([C:13]([O:15][C:16]([CH3:19])([CH3:18])[CH3:17])=[O:14])[CH2:10]1)[C:2]1[CH:3]=[CH:4][CH:5]=[CH:6][CH:7]=1. (7) Given the reactants [Cl:1][C:2]1[CH:8]=[CH:7][C:5]([OH:6])=[CH:4][C:3]=1[OH:9].[F-].[K+].[Cl:12][C:13]1[CH:20]=[CH:19][C:16]([CH2:17]Cl)=[CH:15][CH:14]=1, predict the reaction product. The product is: [Cl:1][C:2]1[CH:8]=[CH:7][C:5]([O:6][CH2:17][C:16]2[CH:19]=[CH:20][C:13]([Cl:12])=[CH:14][CH:15]=2)=[CH:4][C:3]=1[OH:9]. (8) Given the reactants [CH2:1]([O:4][N:5]=[C:6]1[CH2:10][N:9](C(OC(C)(C)C)=O)[C@H:8]([C:18]([OH:20])=O)[CH2:7]1)[CH:2]=[CH2:3].[CH2:21]([N:23]1[C:35]2[CH:34]=[CH:33][C:32]([NH2:36])=[CH:31][C:30]=2[C:29]2[C:24]1=[CH:25][CH:26]=[CH:27][CH:28]=2)[CH3:22], predict the reaction product. The product is: [CH2:1]([O:4][N:5]=[C:6]1[CH2:10][NH:9][C@H:8]([C:18]([NH:36][C:32]2[CH:33]=[CH:34][C:35]3[N:23]([CH2:21][CH3:22])[C:24]4[C:29]([C:30]=3[CH:31]=2)=[CH:28][CH:27]=[CH:26][CH:25]=4)=[O:20])[CH2:7]1)[CH:2]=[CH2:3]. (9) Given the reactants [F:1][C:2]1[CH:32]=[CH:31][C:5]2[N:6](C(NCC3CCN(CC4(O)CCOCC4)CC3)=O)[C:7](=[O:12])[N:8]([CH:9]([CH3:11])[CH3:10])[C:4]=2[CH:3]=1.C(N1C=CN=C1)(N1C=CN=C1)=O.C1COCC1, predict the reaction product. The product is: [F:1][C:2]1[CH:32]=[CH:31][C:5]2[NH:6][C:7](=[O:12])[N:8]([CH:9]([CH3:10])[CH3:11])[C:4]=2[CH:3]=1. (10) The product is: [CH3:3][N:4]1[C:8]([C:9]2[CH:14]=[CH:13][CH:12]=[CH:11][CH:10]=2)=[CH:7][CH:6]=[C:5]1[C:15]([OH:17])=[O:16]. Given the reactants [OH-].[Li+].[CH3:3][N:4]1[C:8]([C:9]2[CH:14]=[CH:13][CH:12]=[CH:11][CH:10]=2)=[CH:7][CH:6]=[C:5]1[C:15]([O:17]C)=[O:16].CO, predict the reaction product.